This data is from Forward reaction prediction with 1.9M reactions from USPTO patents (1976-2016). The task is: Predict the product of the given reaction. (1) Given the reactants [Cl:1][C:2]1[CH:3]=[C:4]([C:8]2[CH:27]=[C:11]3[N:12]=[C:13]([CH3:26])[C:14]([C@H:20]([OH:25])[C:21]([O:23][CH3:24])=[O:22])=[C:15]([CH2:16][CH:17]([CH3:19])[CH3:18])[N:10]3[N:9]=2)[CH:5]=[CH:6][CH:7]=1.C(O[C:32]([CH3:35])([CH3:34])[CH3:33])(=O)C, predict the reaction product. The product is: [C:32]([O:25][C@@H:20]([C:14]1[C:13]([CH3:26])=[N:12][C:11]2[N:10]([N:9]=[C:8]([C:4]3[CH:5]=[CH:6][CH:7]=[C:2]([Cl:1])[CH:3]=3)[CH:27]=2)[C:15]=1[CH2:16][CH:17]([CH3:19])[CH3:18])[C:21]([O:23][CH3:24])=[O:22])([CH3:35])([CH3:34])[CH3:33]. (2) Given the reactants [CH:1]1([CH2:4][O:5][C:6]2[CH:11]=[CH:10][C:9]([CH:12]([F:14])[F:13])=[CH:8][C:7]=2[C:15]2[C:16]3[NH:23][C:22]([CH3:24])=[C:21]([C:25]([OH:27])=O)[C:17]=3[N:18]=[CH:19][N:20]=2)[CH2:3][CH2:2]1.[C:28]([O:32][C:33](=[O:42])[NH:34][C@@H:35]1[CH2:39][C@@H:38]([NH2:40])[CH2:37][C@H:36]1[F:41])([CH3:31])([CH3:30])[CH3:29], predict the reaction product. The product is: [CH:1]1([CH2:4][O:5][C:6]2[CH:11]=[CH:10][C:9]([CH:12]([F:14])[F:13])=[CH:8][C:7]=2[C:15]2[C:16]3[NH:23][C:22]([CH3:24])=[C:21]([C:25]([NH:40][C@H:38]4[CH2:39][C@H:35]([NH:34][C:33](=[O:42])[O:32][C:28]([CH3:29])([CH3:31])[CH3:30])[C@@H:36]([F:41])[CH2:37]4)=[O:27])[C:17]=3[N:18]=[CH:19][N:20]=2)[CH2:2][CH2:3]1. (3) Given the reactants [OH:1][CH2:2][CH2:3][O:4][C:5]1[CH:10]=[CH:9][C:8]([CH:11]2[CH2:16][CH2:15][N:14]([C:17]([O:19][C:20]([CH3:23])([CH3:22])[CH3:21])=[O:18])[CH2:13][CH:12]2[O:24][CH2:25][C:26]2[CH:35]=[CH:34][C:33]3[C:28](=[CH:29][CH:30]=[CH:31][CH:32]=3)[CH:27]=2)=[CH:7][CH:6]=1.[C:36]([O:44][CH2:45][C:46]1[CH:51]=[CH:50][CH:49]=[CH:48][C:47]=1[C:52](Cl)=[O:53])(=[O:43])[C:37]1[CH:42]=[CH:41][CH:40]=[CH:39][CH:38]=1, predict the reaction product. The product is: [C:36]([O:44][CH2:45][C:46]1[CH:51]=[CH:50][CH:49]=[CH:48][C:47]=1[C:52]([O:1][CH2:2][CH2:3][O:4][C:5]1[CH:10]=[CH:9][C:8]([CH:11]2[CH2:16][CH2:15][N:14]([C:17]([O:19][C:20]([CH3:23])([CH3:21])[CH3:22])=[O:18])[CH2:13][CH:12]2[O:24][CH2:25][C:26]2[CH:35]=[CH:34][C:33]3[C:28](=[CH:29][CH:30]=[CH:31][CH:32]=3)[CH:27]=2)=[CH:7][CH:6]=1)=[O:53])(=[O:43])[C:37]1[CH:38]=[CH:39][CH:40]=[CH:41][CH:42]=1. (4) Given the reactants [N+:1]([C:4]1[N:9]=[CH:8][C:7]([OH:10])=[CH:6][CH:5]=1)([O-:3])=[O:2].C1C=CC(P(C2C=CC=CC=2)C2C=CC=CC=2)=CC=1.[CH2:30]([N:32]([CH2:36][CH3:37])[CH2:33][CH2:34]O)[CH3:31].CC(OC(/N=N/C(OC(C)C)=O)=O)C, predict the reaction product. The product is: [CH2:30]([N:32]([CH2:36][CH3:37])[CH2:33][CH2:34][O:10][C:7]1[CH:8]=[N:9][C:4]([N+:1]([O-:3])=[O:2])=[CH:5][CH:6]=1)[CH3:31]. (5) Given the reactants Cl.[Sn].[CH3:3][O:4][C:5]1[CH:25]=[CH:24][C:8]([CH2:9][N:10]2[C:18](=[O:19])[C:17]3[C:12](=[CH:13][CH:14]=[C:15]([C:20]([OH:22])=[O:21])[CH:16]=3)[C:11]2=O)=[CH:7][CH:6]=1.[C:26](O)(=O)C, predict the reaction product. The product is: [CH3:3][O:4][C:5]1[CH:6]=[CH:7][C:8]([CH2:9][N:10]2[C:18](=[O:19])[C:17]3[C:12](=[CH:13][CH:14]=[C:15]([C:20]([O:22][CH3:26])=[O:21])[CH:16]=3)[CH2:11]2)=[CH:24][CH:25]=1. (6) Given the reactants C(OC(=O)[NH:7][CH2:8][CH:9]([O:11][C:12]1[CH:17]=[C:16]([F:18])[CH:15]=[CH:14][C:13]=1[NH:19][C:20]1[C:21]2[C:28]([CH3:29])=[C:27]([Cl:30])[S:26][C:22]=2[N:23]=[CH:24][N:25]=1)[CH3:10])(C)(C)C.[C:32]([OH:38])([C:34]([F:37])([F:36])[F:35])=[O:33], predict the reaction product. The product is: [F:35][C:34]([F:37])([F:36])[C:32]([OH:38])=[O:33].[NH2:7][CH2:8][CH:9]([CH3:10])[O:11][C:12]1[CH:17]=[C:16]([F:18])[CH:15]=[CH:14][C:13]=1[NH:19][C:20]1[C:21]2[C:28]([CH3:29])=[C:27]([Cl:30])[S:26][C:22]=2[N:23]=[CH:24][N:25]=1. (7) Given the reactants [C:1]1([NH2:8])[CH:6]=[CH:5][CH:4]=[C:3]([NH2:7])[CH:2]=1.C[Al](C)C.[N:13]1[C:22]2[C:17](=[CH:18][CH:19]=[CH:20][CH:21]=2)[C:16]([CH2:23][NH:24][C:25]2[CH:29]=[CH:28][S:27][C:26]=2[C:30](OC)=[O:31])=[CH:15][CH:14]=1, predict the reaction product. The product is: [NH2:7][C:3]1[CH:2]=[C:1]([NH:8][C:30]([C:26]2[S:27][CH:28]=[CH:29][C:25]=2[NH:24][CH2:23][C:16]2[C:17]3[C:22](=[CH:21][CH:20]=[CH:19][CH:18]=3)[N:13]=[CH:14][CH:15]=2)=[O:31])[CH:6]=[CH:5][CH:4]=1. (8) Given the reactants [Cl:1][C:2]1[N:7]=[C:6]([CH:8]=[O:9])[C:5]([O:10][CH3:11])=[C:4]([Cl:12])[N:3]=1.[C:13](=O)(O)[O-:14].[Na+].BrBr.N1C=CC=NC=1.S(=O)(O)[O-].[Na+].[Cl-].[Na+], predict the reaction product. The product is: [Cl:1][C:2]1[N:7]=[C:6]([C:8]([O:14][CH3:13])=[O:9])[C:5]([O:10][CH3:11])=[C:4]([Cl:12])[N:3]=1.